This data is from Forward reaction prediction with 1.9M reactions from USPTO patents (1976-2016). The task is: Predict the product of the given reaction. (1) Given the reactants Br[C:2]1[CH:3]=[C:4]([CH:11]=[O:12])[C:5]2[O:9][CH:8]=[CH:7][C:6]=2[CH:10]=1.[N:13]1C=CC=C[CH:14]=1.C([Cu])#N.CCOC(C)=O, predict the reaction product. The product is: [CH:11]([C:4]1[C:5]2[O:9][CH:8]=[CH:7][C:6]=2[CH:10]=[C:2]([C:14]#[N:13])[CH:3]=1)=[O:12]. (2) Given the reactants [S:1]=[C:2]1[NH:6][C@H:5]([C:7]([O:9][C:10]([CH3:13])([CH3:12])[CH3:11])=[O:8])[CH2:4][CH2:3]1.[CH3:14]I, predict the reaction product. The product is: [CH3:14][S:1][C:2]1[CH2:3][CH2:4][C@@H:5]([C:7]([O:9][C:10]([CH3:13])([CH3:12])[CH3:11])=[O:8])[N:6]=1. (3) Given the reactants O=[C:2]1COC2C=CC(C=O)=CC=2N1.[CH:14]([C:16]1[CH:27]=[CH:26][C:19]([O:20][CH2:21][C:22]([O:24][CH3:25])=[O:23])=[C:18]([N+:28]([O-:30])=[O:29])[CH:17]=1)=[O:15], predict the reaction product. The product is: [C:14]([C:16]1[CH:27]=[CH:26][C:19]([O:20][CH2:21][C:22]([O:24][CH3:25])=[O:23])=[C:18]([N+:28]([O-:30])=[O:29])[CH:17]=1)(=[O:15])[CH3:2].